Dataset: Catalyst prediction with 721,799 reactions and 888 catalyst types from USPTO. Task: Predict which catalyst facilitates the given reaction. (1) Reactant: [Cl:1][C:2]1[C:7]([N+:8]([O-])=O)=[CH:6][C:5]([CH3:11])=[C:4]([F:12])[CH:3]=1.[CH:13]([Mg]Br)=[CH2:14].[Cl-].[NH4+]. Product: [Cl:1][C:2]1[CH:3]=[C:4]([F:12])[C:5]([CH3:11])=[C:6]2[C:7]=1[NH:8][CH:14]=[CH:13]2. The catalyst class is: 7. (2) Reactant: [F:1][C:2]1[CH:36]=[CH:35][CH:34]=[C:33]([F:37])[C:3]=1[CH2:4][N:5]1[C:13](=[O:14])[N:12](C(OC(C)(C)C)=O)[C:11]2[C:6]1=[N:7][C:8]([N:22]1[C:26]3[CH:27]=[C:28]([C:31]#[N:32])[CH:29]=[CH:30][C:25]=3[N:24]=[CH:23]1)=[N:9][CH:10]=2. Product: [F:37][C:33]1[CH:34]=[CH:35][CH:36]=[C:2]([F:1])[C:3]=1[CH2:4][N:5]1[C:13](=[O:14])[NH:12][C:11]2[C:6]1=[N:7][C:8]([N:22]1[C:26]3[CH:27]=[C:28]([C:31]#[N:32])[CH:29]=[CH:30][C:25]=3[N:24]=[CH:23]1)=[N:9][CH:10]=2. The catalyst class is: 137. (3) Reactant: [Cl:1][C:2]1[CH:7]=[CH:6][CH:5]=[C:4]([Cl:8])[C:3]=1[C:9]1[CH:13]=[C:12]([C:14]2[CH:19]=[CH:18][CH:17]=[C:16]([N+:20]([O-])=O)[CH:15]=2)[NH:11][N:10]=1.[Cl-].[NH4+]. Product: [Cl:8][C:4]1[CH:5]=[CH:6][CH:7]=[C:2]([Cl:1])[C:3]=1[C:9]1[CH:13]=[C:12]([C:14]2[CH:19]=[CH:18][CH:17]=[C:16]([NH2:20])[CH:15]=2)[NH:11][N:10]=1. The catalyst class is: 186. (4) Reactant: [CH3:1][O:2][C:3](=[O:12])[C:4]1[CH:9]=[CH:8][CH:7]=[C:6]([Cl:10])[C:5]=1[Cl:11].[N+:13]([O-])([OH:15])=[O:14].O. Product: [CH3:1][O:2][C:3](=[O:12])[C:4]1[C:9]([N+:13]([O-:15])=[O:14])=[CH:8][CH:7]=[C:6]([Cl:10])[C:5]=1[Cl:11]. The catalyst class is: 65. (5) Reactant: [Br:1][C:2]1[CH:7]=[CH:6][C:5]([N:8]2[CH2:13][CH2:12][CH2:11][C@H:10]([NH:14]C(=O)OC(C)(C)C)[CH2:9]2)=[C:4]([F:22])[CH:3]=1.[ClH:23]. Product: [ClH:23].[ClH:23].[Br:1][C:2]1[CH:7]=[CH:6][C:5]([N:8]2[CH2:13][CH2:12][CH2:11][C@H:10]([NH2:14])[CH2:9]2)=[C:4]([F:22])[CH:3]=1. The catalyst class is: 12. (6) Reactant: Cl.[Cl:2][C:3]1[CH:8]=[CH:7][C:6]([CH:9]([NH:16]C(=O)OC(C)(C)C)[CH2:10][CH2:11][S:12](=[O:15])(=[O:14])[NH2:13])=[CH:5][CH:4]=1. Product: [NH2:16][CH:9]([C:6]1[CH:7]=[CH:8][C:3]([Cl:2])=[CH:4][CH:5]=1)[CH2:10][CH2:11][S:12]([NH2:13])(=[O:14])=[O:15]. The catalyst class is: 61. (7) Reactant: C(OC([N:8]1[CH2:12][C@@H:11]([C:13]2[C:21]3[C:16](=[CH:17][CH:18]=[CH:19][CH:20]=3)[NH:15][CH:14]=2)[C@H:10]([C:22]2[C:32]3=[C:33]4[C:28](=[CH:29][CH:30]=[CH:31]3)[CH2:27][CH2:26][CH2:25][N:24]4[CH:23]=2)[CH2:9]1)=O)(C)(C)C.Cl.O1CCOCC1.CCN(C(C)C)C(C)C.[C:50]1([S:56](Cl)(=[O:58])=[O:57])[CH:55]=[CH:54][CH:53]=[CH:52][CH:51]=1. Product: [C:50]1([S:56]([N:8]2[CH2:12][C@@H:11]([C:13]3[C:21]4[C:16](=[CH:17][CH:18]=[CH:19][CH:20]=4)[NH:15][CH:14]=3)[C@H:10]([C:22]3[C:32]4=[C:33]5[C:28](=[CH:29][CH:30]=[CH:31]4)[CH2:27][CH2:26][CH2:25][N:24]5[CH:23]=3)[CH2:9]2)(=[O:58])=[O:57])[CH:55]=[CH:54][CH:53]=[CH:52][CH:51]=1. The catalyst class is: 2. (8) Product: [CH3:1][C:2]1([CH3:10])[O:9][C:7](=[O:8])[CH:6]([C:11](=[O:14])[CH2:12][CH3:13])[C:4](=[O:5])[O:3]1. Reactant: [CH3:1][C:2]1([CH3:10])[O:9][C:7](=[O:8])[CH2:6][C:4](=[O:5])[O:3]1.[C:11](O[C:11](=[O:14])[CH2:12][CH3:13])(=[O:14])[CH2:12][CH3:13].C(N(CC)CC)C. The catalyst class is: 154. (9) Reactant: [F:1][C:2]1[CH:12]=[C:11]([C:13]2[CH:18]=[CH:17][C:16]([O:19][CH2:20][CH:21]3[CH2:26][CH2:25][N:24]([CH2:27][C:28]([F:31])([CH3:30])[CH3:29])[CH2:23][CH2:22]3)=[CH:15][N:14]=2)[CH:10]=[CH:9][C:3]=1[C:4]([O:6]CC)=[O:5].O[Li].O.Cl. Product: [F:1][C:2]1[CH:12]=[C:11]([C:13]2[CH:18]=[CH:17][C:16]([O:19][CH2:20][CH:21]3[CH2:26][CH2:25][N:24]([CH2:27][C:28]([F:31])([CH3:29])[CH3:30])[CH2:23][CH2:22]3)=[CH:15][N:14]=2)[CH:10]=[CH:9][C:3]=1[C:4]([OH:6])=[O:5]. The catalyst class is: 1.